This data is from Forward reaction prediction with 1.9M reactions from USPTO patents (1976-2016). The task is: Predict the product of the given reaction. (1) Given the reactants [Cl:1][C:2]1[CH:9]=[CH:8][C:7]([Cl:10])=[CH:6][C:3]=1[CH:4]=O.[C:11](#[N:15])[CH2:12][C:13]#[N:14].[OH-].[K+].O, predict the reaction product. The product is: [Cl:1][C:2]1[CH:9]=[CH:8][C:7]([Cl:10])=[CH:6][C:3]=1[CH:4]=[C:12]([C:11]#[N:15])[C:13]#[N:14]. (2) Given the reactants [C:1]([O:5][C:6]([N:8]1[CH2:13][C:12]([C:14]2[CH:19]=[C:18]([CH:20]3[CH2:25][CH2:24][N:23]([C:26](=[O:28])[CH3:27])[CH2:22][CH2:21]3)[CH:17]=[CH:16][C:15]=2[NH2:29])=[CH:11][CH2:10][CH2:9]1)=[O:7])([CH3:4])([CH3:3])[CH3:2].C1CN([P+](Br)(N2CCCC2)N2CCCC2)CC1.F[P-](F)(F)(F)(F)F.[C:54]([C:56]1[N:57]=[C:58]([C:69](O)=[O:70])[N:59]([CH2:61][O:62][CH2:63][CH2:64][Si:65]([CH3:68])([CH3:67])[CH3:66])[CH:60]=1)#[N:55].[K+].C(C1N=C(C([O-])=O)N(COCC[Si](C)(C)C)C=1)#N.CCN(C(C)C)C(C)C, predict the reaction product. The product is: [C:1]([O:5][C:6]([N:8]1[CH2:13][C:12]([C:14]2[CH:19]=[C:18]([CH:20]3[CH2:21][CH2:22][N:23]([C:26](=[O:28])[CH3:27])[CH2:24][CH2:25]3)[CH:17]=[CH:16][C:15]=2[NH:29][C:69]([C:58]2[N:59]([CH2:61][O:62][CH2:63][CH2:64][Si:65]([CH3:68])([CH3:67])[CH3:66])[CH:60]=[C:56]([C:54]#[N:55])[N:57]=2)=[O:70])=[CH:11][CH2:10][CH2:9]1)=[O:7])([CH3:4])([CH3:2])[CH3:3]. (3) Given the reactants [NH2:1][C:2]1[CH:3]=[C:4]([OH:12])[C:5](=[CH:10][CH:11]=1)[C:6]([O:8][CH3:9])=[O:7].[Cl:13][C:14]1[CH:15]=[C:16]([S:20](Cl)(=[O:22])=[O:21])[CH:17]=[CH:18][CH:19]=1, predict the reaction product. The product is: [Cl:13][C:14]1[CH:15]=[C:16]([S:20]([NH:1][C:2]2[CH:11]=[CH:10][C:5]([C:6]([O:8][CH3:9])=[O:7])=[C:4]([OH:12])[CH:3]=2)(=[O:22])=[O:21])[CH:17]=[CH:18][CH:19]=1. (4) Given the reactants [CH3:1][N:2]1[C:11]([CH3:12])=[C:10]([C:13]2[CH:18]=[CH:17][CH:16]=[CH:15][CH:14]=2)[C:9]2[C:4](=[CH:5][CH:6]=[C:7]([O:19][CH3:20])[CH:8]=2)[C:3]1=O.[H-].[Al+3].[Li+].[H-].[H-].[H-].C(=O)(O)[O-].[Na+].CCCCCC.C(OCC)(=O)C, predict the reaction product. The product is: [OH-:19].[CH3:1][N+:2]1[C:11]([CH3:12])=[C:10]([C:13]2[CH:14]=[CH:15][CH:16]=[CH:17][CH:18]=2)[C:9]2[C:4](=[CH:5][CH:6]=[C:7]([O:19][CH3:20])[CH:8]=2)[CH:3]=1. (5) The product is: [C:1]([C:5]1[CH:9]=[C:8]([CH2:10][NH:11][C:12](=[O:18])[O:13][C:14]([CH3:17])([CH3:16])[CH3:15])[N:7]([C:24]2[CH:25]=[CH:26][CH:27]=[C:22]([O:21][C:20]([F:19])([F:31])[F:32])[CH:23]=2)[N:6]=1)([CH3:4])([CH3:2])[CH3:3]. Given the reactants [C:1]([C:5]1[CH:9]=[C:8]([CH2:10][NH:11][C:12](=[O:18])[O:13][C:14]([CH3:17])([CH3:16])[CH3:15])[NH:7][N:6]=1)([CH3:4])([CH3:3])[CH3:2].[F:19][C:20]([F:32])([F:31])[O:21][C:22]1[CH:23]=[C:24](B(O)O)[CH:25]=[CH:26][CH:27]=1.N1C=CC=CC=1, predict the reaction product. (6) Given the reactants Cl[C:2]1[CH:7]=[C:6]([O:8][CH2:9][C:10]#[C:11][CH3:12])[N:5]=[CH:4][N:3]=1.C(=O)([O-])[O-].[K+].[K+].[F:19][C:20]1[CH:25]=[CH:24][C:23]([OH:26])=[CH:22][C:21]=1[C:27]([F:30])([F:29])[F:28].[Cl-].[NH4+], predict the reaction product. The product is: [CH2:9]([O:8][C:6]1[CH:7]=[C:2]([O:26][C:23]2[CH:24]=[CH:25][C:20]([F:19])=[C:21]([C:27]([F:28])([F:29])[F:30])[CH:22]=2)[N:3]=[CH:4][N:5]=1)[C:10]#[C:11][CH3:12]. (7) Given the reactants C(OC([N:8]1[C:12]2[CH:13]=[CH:14][CH:15]=[CH:16][C:11]=2[N:10]=[C:9]1[CH2:17][N:18]([CH2:29][C:30]1([CH2:33][CH2:34][N:35]2C(=O)C3C(=CC=CC=3)C2=O)[CH2:32][CH2:31]1)[CH:19]1[C:28]2[N:27]=[CH:26][CH:25]=[CH:24][C:23]=2[CH2:22][CH2:21][CH2:20]1)=O)(C)(C)C.O.NN, predict the reaction product. The product is: [NH2:35][CH2:34][CH2:33][C:30]1([CH2:29][N:18]([CH2:17][C:9]2[NH:8][C:12]3[CH:13]=[CH:14][CH:15]=[CH:16][C:11]=3[N:10]=2)[CH:19]2[C:28]3[N:27]=[CH:26][CH:25]=[CH:24][C:23]=3[CH2:22][CH2:21][CH2:20]2)[CH2:32][CH2:31]1. (8) Given the reactants O([C:9]1[C:14]([Br:15])=[CH:13][C:12]([N+:16]([O-:18])=[O:17])=[CH:11][C:10]=1[Br:19])S(C(F)(F)F)(=O)=O.[Na+].[I-:21], predict the reaction product. The product is: [Br:19][C:10]1[CH:11]=[C:12]([N+:16]([O-:18])=[O:17])[CH:13]=[C:14]([Br:15])[C:9]=1[I:21].